Dataset: NCI-60 drug combinations with 297,098 pairs across 59 cell lines. Task: Regression. Given two drug SMILES strings and cell line genomic features, predict the synergy score measuring deviation from expected non-interaction effect. (1) Drug 1: C1=CC(=CC=C1CCC2=CNC3=C2C(=O)NC(=N3)N)C(=O)NC(CCC(=O)O)C(=O)O. Drug 2: CC1=C(C=C(C=C1)NC(=O)C2=CC=C(C=C2)CN3CCN(CC3)C)NC4=NC=CC(=N4)C5=CN=CC=C5. Cell line: 786-0. Synergy scores: CSS=19.3, Synergy_ZIP=-1.71, Synergy_Bliss=-2.36, Synergy_Loewe=-3.97, Synergy_HSA=0.120. (2) Synergy scores: CSS=20.2, Synergy_ZIP=-6.35, Synergy_Bliss=0.385, Synergy_Loewe=0.143, Synergy_HSA=0.151. Cell line: UO-31. Drug 2: C#CCC(CC1=CN=C2C(=N1)C(=NC(=N2)N)N)C3=CC=C(C=C3)C(=O)NC(CCC(=O)O)C(=O)O. Drug 1: CN1CCC(CC1)COC2=C(C=C3C(=C2)N=CN=C3NC4=C(C=C(C=C4)Br)F)OC. (3) Drug 1: C1=CC(=CC=C1C#N)C(C2=CC=C(C=C2)C#N)N3C=NC=N3. Drug 2: CN(CC1=CN=C2C(=N1)C(=NC(=N2)N)N)C3=CC=C(C=C3)C(=O)NC(CCC(=O)O)C(=O)O. Cell line: UACC62. Synergy scores: CSS=56.9, Synergy_ZIP=16.7, Synergy_Bliss=14.1, Synergy_Loewe=-8.01, Synergy_HSA=14.9. (4) Drug 1: C1CC2CC3=C(CC1C24CN(S(=O)(=O)N4)CC(F)(F)F)C=CC(=C3)C=CCN5CCC(CC5)C(F)(F)F. Drug 2: CC(C)(C1=NC(=CC=C1)N2C3=NC(=NC=C3C(=O)N2CC=C)NC4=CC=C(C=C4)N5CCN(CC5)C)O. Cell line: SK-OV-3. Synergy scores: CSS=36.2, Synergy_ZIP=8.97, Synergy_Bliss=13.2, Synergy_Loewe=-1.16, Synergy_HSA=12.8. (5) Synergy scores: CSS=24.1, Synergy_ZIP=0.860, Synergy_Bliss=1.40, Synergy_Loewe=-0.232, Synergy_HSA=-0.0462. Cell line: SW-620. Drug 1: C1CCC(CC1)NC(=O)N(CCCl)N=O. Drug 2: CC1=C(N=C(N=C1N)C(CC(=O)N)NCC(C(=O)N)N)C(=O)NC(C(C2=CN=CN2)OC3C(C(C(C(O3)CO)O)O)OC4C(C(C(C(O4)CO)O)OC(=O)N)O)C(=O)NC(C)C(C(C)C(=O)NC(C(C)O)C(=O)NCCC5=NC(=CS5)C6=NC(=CS6)C(=O)NCCC[S+](C)C)O. (6) Drug 1: C1CCC(C1)C(CC#N)N2C=C(C=N2)C3=C4C=CNC4=NC=N3. Drug 2: C1=NC2=C(N=C(N=C2N1C3C(C(C(O3)CO)O)O)F)N. Cell line: NCI/ADR-RES. Synergy scores: CSS=8.63, Synergy_ZIP=-9.73, Synergy_Bliss=-13.3, Synergy_Loewe=-36.8, Synergy_HSA=-13.1. (7) Drug 1: COC1=CC(=CC(=C1O)OC)C2C3C(COC3=O)C(C4=CC5=C(C=C24)OCO5)OC6C(C(C7C(O6)COC(O7)C8=CC=CS8)O)O. Drug 2: CC1=C(N=C(N=C1N)C(CC(=O)N)NCC(C(=O)N)N)C(=O)NC(C(C2=CN=CN2)OC3C(C(C(C(O3)CO)O)O)OC4C(C(C(C(O4)CO)O)OC(=O)N)O)C(=O)NC(C)C(C(C)C(=O)NC(C(C)O)C(=O)NCCC5=NC(=CS5)C6=NC(=CS6)C(=O)NCCC[S+](C)C)O. Cell line: HT29. Synergy scores: CSS=36.7, Synergy_ZIP=3.45, Synergy_Bliss=4.40, Synergy_Loewe=2.74, Synergy_HSA=3.78. (8) Drug 1: COC1=CC(=CC(=C1O)OC)C2C3C(COC3=O)C(C4=CC5=C(C=C24)OCO5)OC6C(C(C7C(O6)COC(O7)C8=CC=CS8)O)O. Drug 2: CS(=O)(=O)OCCCCOS(=O)(=O)C. Cell line: UACC62. Synergy scores: CSS=26.5, Synergy_ZIP=-9.66, Synergy_Bliss=-4.14, Synergy_Loewe=-24.6, Synergy_HSA=-2.91. (9) Drug 1: C1=CC(=CC=C1CC(C(=O)O)N)N(CCCl)CCCl.Cl. Drug 2: CC1=C(C(=CC=C1)Cl)NC(=O)C2=CN=C(S2)NC3=CC(=NC(=N3)C)N4CCN(CC4)CCO. Cell line: HCC-2998. Synergy scores: CSS=10.0, Synergy_ZIP=0.0806, Synergy_Bliss=5.64, Synergy_Loewe=0.102, Synergy_HSA=0.129. (10) Drug 1: C1CC(=O)NC(=O)C1N2CC3=C(C2=O)C=CC=C3N. Drug 2: CS(=O)(=O)OCCCCOS(=O)(=O)C. Cell line: HCT116. Synergy scores: CSS=14.1, Synergy_ZIP=-3.19, Synergy_Bliss=-0.104, Synergy_Loewe=1.27, Synergy_HSA=1.33.